Dataset: Catalyst prediction with 721,799 reactions and 888 catalyst types from USPTO. Task: Predict which catalyst facilitates the given reaction. (1) Reactant: [C:1]([C:4]1[C:5]([C:34]([F:37])([F:36])[F:35])=[N:6][C:7]([N:10]2[CH2:15][CH2:14][N:13]3[C:16]4[CH:22]=[C:21]([S:23]([CH3:26])(=[O:25])=[O:24])[C:20]([C:27](OC)=[O:28])=[CH:19][C:17]=4[N:18]=[C:12]3[C@H:11]2[CH:31]([CH3:33])[CH3:32])=[N:8][CH:9]=1)(=[O:3])[CH3:2].CC(C[AlH]CC(C)C)C.[NH4+].[Cl-]. The catalyst class is: 2. Product: [OH:28][CH2:27][C:20]1[C:21]([S:23]([CH3:26])(=[O:24])=[O:25])=[CH:22][C:16]2[N:13]3[CH2:14][CH2:15][N:10]([C:7]4[N:6]=[C:5]([C:34]([F:37])([F:36])[F:35])[C:4]([CH:1]([OH:3])[CH3:2])=[CH:9][N:8]=4)[CH:11]([CH:31]([CH3:32])[CH3:33])[C:12]3=[N:18][C:17]=2[CH:19]=1. (2) Reactant: [CH3:1][O:2][C:3]1[CH:8]=[CH:7][C:6]([CH2:9][CH:10]([NH2:15])[C:11]([CH3:14])([CH3:13])[CH3:12])=[CH:5][C:4]=1[O:16][CH2:17][CH2:18][CH2:19][O:20][CH3:21].[CH:22](O)=[O:23]. Product: [CH3:1][O:2][C:3]1[CH:8]=[CH:7][C:6]([CH2:9][CH:10]([NH:15][CH:22]=[O:23])[C:11]([CH3:14])([CH3:13])[CH3:12])=[CH:5][C:4]=1[O:16][CH2:17][CH2:18][CH2:19][O:20][CH3:21]. The catalyst class is: 155.